This data is from Catalyst prediction with 721,799 reactions and 888 catalyst types from USPTO. The task is: Predict which catalyst facilitates the given reaction. (1) The catalyst class is: 10. Reactant: C(N(C(C)C)CC)(C)C.[Br:10][C:11]1[CH:12]=[C:13]([NH:17][C:18]2[C:27]3[C:22](=[CH:23][C:24]([O:32][CH3:33])=[C:25]([O:28][CH2:29][CH2:30]Br)[CH:26]=3)[N:21]=[CH:20][N:19]=2)[CH:14]=[CH:15][CH:16]=1.[OH:34][C@@H:35]([CH3:46])[CH2:36][NH:37][CH2:38][C:39]([O:41][C:42]([CH3:45])([CH3:44])[CH3:43])=[O:40]. Product: [Br:10][C:11]1[CH:12]=[C:13]([NH:17][C:18]2[C:27]3[C:22](=[CH:23][C:24]([O:32][CH3:33])=[C:25]([O:28][CH2:29][CH2:30][N:37]([CH2:38][C:39]([O:41][C:42]([CH3:43])([CH3:45])[CH3:44])=[O:40])[CH2:36][C@@H:35]([OH:34])[CH3:46])[CH:26]=3)[N:21]=[CH:20][N:19]=2)[CH:14]=[CH:15][CH:16]=1. (2) Reactant: Br[C:2]1[S:3][CH:4]=[CH:5][C:6]=1[C:7]([O:9]C)=O.Cl.N[C:13]1[C:18]([C:19]#[N:20])=[CH:17][CH:16]=[CH:15][C:14]=1B(O)O.C([O-])(=O)C.[Na+].O.C[N:31](C=O)C. Product: [O:9]=[C:7]1[C:6]2[CH:5]=[CH:4][S:3][C:2]=2[C:15]2[CH:16]=[CH:17][C:18]([C:19]#[N:20])=[CH:13][C:14]=2[NH:31]1. The catalyst class is: 140. (3) Reactant: [H-].[Na+].[Cl:3][C:4]1[N:5]=[C:6]2[NH:14][C@H:13]([C:15]([F:18])([F:17])[F:16])[CH2:12][CH2:11][N:7]2[C:8](=[O:10])[CH:9]=1.Br.Br[CH2:21][C:22]([C:24]1[CH:25]=[N:26][CH:27]=[CH:28][CH:29]=1)=[O:23]. Product: [Cl:3][C:4]1[N:5]=[C:6]2[N:14]([CH2:21][C:22](=[O:23])[C:24]3[CH:25]=[N:26][CH:27]=[CH:28][CH:29]=3)[C@H:13]([C:15]([F:16])([F:17])[F:18])[CH2:12][CH2:11][N:7]2[C:8](=[O:10])[CH:9]=1. The catalyst class is: 3.